Dataset: Forward reaction prediction with 1.9M reactions from USPTO patents (1976-2016). Task: Predict the product of the given reaction. The product is: [CH:1]1([CH2:8][NH:9][C:10]([C:12]2[C:13]3[CH:14]=[CH:15][N:16]([CH2:23][CH:24]([OH:25])[CH2:28][OH:27])[C:17](=[O:22])[C:18]=3[CH:19]=[CH:20][CH:21]=2)=[O:11])[CH2:7][CH2:6][CH2:5][CH2:4][CH2:3][CH2:2]1. Given the reactants [CH:1]1([CH2:8][NH:9][C:10]([C:12]2[C:13]3[CH:14]=[CH:15][N:16]([CH2:23][CH:24]4[CH2:28][O:27]C(C)(C)[O:25]4)[C:17](=[O:22])[C:18]=3[CH:19]=[CH:20][CH:21]=2)=[O:11])[CH2:7][CH2:6][CH2:5][CH2:4][CH2:3][CH2:2]1.Cl.C(Cl)Cl, predict the reaction product.